Dataset: Full USPTO retrosynthesis dataset with 1.9M reactions from patents (1976-2016). Task: Predict the reactants needed to synthesize the given product. Given the product [Br:1][C:2]1[CH:3]=[C:4]2[NH:11][C:10](=[O:17])[N:9]([C:18]([O:20][C:21]([CH3:24])([CH3:23])[CH3:22])=[O:19])[C:5]2=[N:6][C:7]=1[CH3:8], predict the reactants needed to synthesize it. The reactants are: [Br:1][C:2]1[CH:3]=[C:4]2[N:11](C(OCC)=O)[C:10](=[O:17])[NH:9][C:5]2=[N:6][C:7]=1[CH3:8].[C:18](O[C:18]([O:20][C:21]([CH3:24])([CH3:23])[CH3:22])=[O:19])([O:20][C:21]([CH3:24])([CH3:23])[CH3:22])=[O:19].CC(N)C.